This data is from Full USPTO retrosynthesis dataset with 1.9M reactions from patents (1976-2016). The task is: Predict the reactants needed to synthesize the given product. (1) Given the product [CH3:54][S:55][C:56]1[CH:61]=[CH:60][C:59]([CH2:62][O:15][C:16]2[CH:21]=[N:20][C:19]([N:22]3[CH2:23][CH2:24][N:25]([C:28]([O:30][C:31]([CH3:34])([CH3:33])[CH3:32])=[O:29])[CH2:26][CH2:27]3)=[N:18][CH:17]=2)=[CH:58][CH:57]=1, predict the reactants needed to synthesize it. The reactants are: N(C(OC(C)C)=O)=NC(OC(C)C)=O.[OH:15][C:16]1[CH:17]=[N:18][C:19]([N:22]2[CH2:27][CH2:26][N:25]([C:28]([O:30][C:31]([CH3:34])([CH3:33])[CH3:32])=[O:29])[CH2:24][CH2:23]2)=[N:20][CH:21]=1.C1(P(C2C=CC=CC=2)C2C=CC=CC=2)C=CC=CC=1.[CH3:54][S:55][C:56]1[CH:61]=[CH:60][C:59]([CH2:62]O)=[CH:58][CH:57]=1. (2) Given the product [Cl:8][C:9]1[CH:26]=[CH:25][C:12]([C:13]([N:15]([C:17]2[CH:22]=[CH:21][CH:20]=[CH:19][C:18]=2[O:23][CH3:24])[CH3:16])=[O:14])=[CH:11][C:10]=1[C:37]1[CH:42]=[N:41][C:40]([Cl:43])=[CH:39][CH:38]=1, predict the reactants needed to synthesize it. The reactants are: C1(C)C=CC=CC=1.[Cl:8][C:9]1[CH:26]=[CH:25][C:12]([C:13]([N:15]([C:17]2[CH:22]=[CH:21][CH:20]=[CH:19][C:18]=2[O:23][CH3:24])[CH3:16])=[O:14])=[CH:11][C:10]=1B1OC(C)(C)C(C)(C)O1.Br[C:37]1[CH:38]=[CH:39][C:40]([Cl:43])=[N:41][CH:42]=1.C([O-])([O-])=O.[Na+].[Na+]. (3) Given the product [CH2:34]([O:13][C:11](=[O:12])[CH2:14][C:3]1[C:4]2[CH:9]=[CH:8][CH:7]=[CH:6][C:5]=2[O:1][CH:2]=1)[CH3:35], predict the reactants needed to synthesize it. The reactants are: [O:1]1[C:5]2[CH:6]=[CH:7][CH:8]=[CH:9][C:4]=2[C:3](=O)[CH2:2]1.[C:11]([CH:14]=P(C1C=CC=CC=1)(C1C=CC=CC=1)C1C=CC=CC=1)([OH:13])=[O:12].[C:34]1(C)C=CC=C[CH:35]=1. (4) Given the product [NH:16]([C:10](=[O:11])[CH:9]([NH:8][C:6]([C:2]1[S:1][CH:5]=[CH:4][CH:3]=1)=[O:7])[CH3:15])[NH2:17], predict the reactants needed to synthesize it. The reactants are: [S:1]1[CH:5]=[CH:4][CH:3]=[C:2]1[C:6]([NH:8][CH:9]([CH3:15])[C:10](OCC)=[O:11])=[O:7].[NH2:16][NH2:17]. (5) Given the product [CH3:1][O:2][C:3]1[CH:15]=[CH:14][C:6]([O:7][CH:8]2[CH2:13][CH2:12][CH2:11][CH2:10][O:9]2)=[C:5]([CH3:16])[CH:4]=1, predict the reactants needed to synthesize it. The reactants are: [CH3:1][O:2][C:3]1[CH:15]=[CH:14][C:6]([O:7][CH:8]2[CH2:13][CH2:12][CH2:11][CH2:10][O:9]2)=[CH:5][CH:4]=1.[CH2:16]([Li])CCC.CI.O. (6) Given the product [NH4+:1].[OH-:11].[CH3:7][C:4]1[S:3][C:2](=[NH:1])[N:6]([CH2:9][CH:10]2[CH2:15][CH2:14][CH2:13][CH2:12][O:11]2)[CH:5]=1, predict the reactants needed to synthesize it. The reactants are: [NH2:1][C:2]1[S:3][C:4]([CH3:7])=[CH:5][N:6]=1.Br[CH2:9][CH:10]1[CH2:15][CH2:14][CH2:13][CH2:12][O:11]1.CCOC(C)=O.C(Cl)Cl. (7) Given the product [C:4]([C:5]1[CH:10]=[CH:9][C:8]([OH:11])=[C:7]([C:12]2[O:13][C:14]3[CH:24]=[C:23]4[C:18]([CH:19]=[CH:20][CH:21]=[CH:22]4)=[CH:17][C:15]=3[N:16]=2)[CH:6]=1)#[CH:3], predict the reactants needed to synthesize it. The reactants are: OC(C)(C)[C:3]#[C:4][C:5]1[CH:10]=[CH:9][C:8]([OH:11])=[C:7]([C:12]2[O:13][C:14]3[CH:24]=[C:23]4[C:18]([CH:19]=[CH:20][CH:21]=[CH:22]4)=[CH:17][C:15]=3[N:16]=2)[CH:6]=1.[OH-].[K+]. (8) Given the product [C:30]([C:32]1([NH:35][C:36]([C@@H:38]2[CH2:39][C@@H:40]([S:14][C:11]3[CH:12]=[CH:13][C:8]([C:6]4[CH:5]=[CH:4][N:3]=[C:2]([CH3:1])[CH:7]=4)=[CH:9][C:10]=3[C:20]([F:22])([F:21])[F:23])[CH2:41][N:42]2[C:43]([C:45]2([C:48]([F:51])([F:49])[F:50])[CH2:46][CH2:47]2)=[O:44])=[O:37])[CH2:33][CH2:34]1)#[N:31], predict the reactants needed to synthesize it. The reactants are: [CH3:1][C:2]1[CH:7]=[C:6]([C:8]2[CH:13]=[CH:12][C:11]([S:14]CCC(N)=O)=[C:10]([C:20]([F:23])([F:22])[F:21])[CH:9]=2)[CH:5]=[CH:4][N:3]=1.CC(C)([O-])C.[Na+].[C:30]([C:32]1([NH:35][C:36]([C@H:38]2[N:42]([C:43]([C:45]3([C:48]([F:51])([F:50])[F:49])[CH2:47][CH2:46]3)=[O:44])[CH2:41][C@@H:40](OS(C3C=CC=CC=3)(=O)=O)[CH2:39]2)=[O:37])[CH2:34][CH2:33]1)#[N:31]. (9) Given the product [CH3:1][O:2][C:3]([C:5]1[S:6][C:7]([C:14]2[CH:19]=[CH:18][CH:17]=[CH:16][CH:15]=2)=[CH:8][C:9]=1[N:10]([C:25](=[O:26])[C:24]1[CH:28]=[CH:29][C:30]([Cl:32])=[CH:31][C:23]=1[Cl:22])[N:11]([CH3:13])[CH3:12])=[O:4], predict the reactants needed to synthesize it. The reactants are: [CH3:1][O:2][C:3]([C:5]1[S:6][C:7]([C:14]2[CH:19]=[CH:18][CH:17]=[CH:16][CH:15]=2)=[CH:8][C:9]=1[NH:10][N:11]([CH3:13])[CH3:12])=[O:4].N#N.[Cl:22][C:23]1[CH:31]=[C:30]([Cl:32])[CH:29]=[CH:28][C:24]=1[C:25](Cl)=[O:26]. (10) Given the product [CH:1]([O:4][C:5]([N:7]1[CH2:12][CH2:11][CH:10]([C@H:13]([CH3:24])[CH2:14][CH2:15][O:16][C:17]2[CH:18]=[N:19][C:20]([N:34]3[CH2:35][C@@H:36]([C:37]4[CH:42]=[CH:41][C:40]([F:43])=[CH:39][C:38]=4[F:44])[C@H:32]([NH:31][C:30]([O:29][C:25]([CH3:28])([CH3:27])[CH3:26])=[O:45])[CH2:33]3)=[N:21][CH:22]=2)[CH2:9][CH2:8]1)=[O:6])([CH3:3])[CH3:2], predict the reactants needed to synthesize it. The reactants are: [CH:1]([O:4][C:5]([N:7]1[CH2:12][CH2:11][CH:10]([C@H:13]([CH3:24])[CH2:14][CH2:15][O:16][C:17]2[CH:18]=[N:19][C:20](Cl)=[N:21][CH:22]=2)[CH2:9][CH2:8]1)=[O:6])([CH3:3])[CH3:2].[C:25]([O:29][C:30](=[O:45])[NH:31][C@H:32]1[C@H:36]([C:37]2[CH:42]=[CH:41][C:40]([F:43])=[CH:39][C:38]=2[F:44])[CH2:35][NH:34][CH2:33]1)([CH3:28])([CH3:27])[CH3:26].C1CCN2C(=NCCC2)CC1.